This data is from Catalyst prediction with 721,799 reactions and 888 catalyst types from USPTO. The task is: Predict which catalyst facilitates the given reaction. (1) Reactant: C(NC(C)C)(C)C.[Li]CCCC.[Li+].CC([N-]C(C)C)C.[Cl:21][C:22]1[CH:31]=[CH:30][C:29]2[C:24](=[CH:25][CH:26]=[CH:27][C:28]=2[Cl:32])[N:23]=1.[B:33](OC)([O:36]C)[O:34]C. Product: [Cl:21][C:22]1[C:31]([B:33]([OH:36])[OH:34])=[CH:30][C:29]2[C:24](=[CH:25][CH:26]=[CH:27][C:28]=2[Cl:32])[N:23]=1. The catalyst class is: 134. (2) Reactant: [Cl:1][C:2]1[C:7]([Cl:8])=[C:6]([C:9]([OH:18])([C:14]([F:17])([F:16])[F:15])[C:10]([F:13])([F:12])[F:11])[CH:5]=[CH:4][C:3]=1[C:19]1[S:23][C:22]([C:24]([N:26]2[CH2:31][CH2:30][S:29](=[O:39])(=[N:32]C(=O)C(F)(F)F)[CH2:28][CH2:27]2)=[O:25])=[N:21][C:20]=1[C:40]([N:42]([CH2:45][CH3:46])[CH2:43][CH3:44])=[O:41].C([O-])([O-])=O.[K+].[K+]. Product: [Cl:1][C:2]1[C:7]([Cl:8])=[C:6]([C:9]([OH:18])([C:10]([F:12])([F:11])[F:13])[C:14]([F:15])([F:17])[F:16])[CH:5]=[CH:4][C:3]=1[C:19]1[S:23][C:22]([C:24]([N:26]2[CH2:27][CH2:28][S:29](=[NH:32])(=[O:39])[CH2:30][CH2:31]2)=[O:25])=[N:21][C:20]=1[C:40]([N:42]([CH2:45][CH3:46])[CH2:43][CH3:44])=[O:41]. The catalyst class is: 24. (3) Reactant: [Cl:1][C:2]1[CH:3]=[C:4]([C:9]2([C:24]([F:27])([F:26])[F:25])[S:13][N:12]=[C:11]([C:14]3[CH:22]=[CH:21][C:17]([C:18](O)=[O:19])=[C:16]([CH3:23])[CH:15]=3)[CH2:10]2)[CH:5]=[C:6]([Cl:8])[CH:7]=1.C[N:29](C)C=O.C(Cl)(=O)C(Cl)=O. Product: [Cl:1][C:2]1[CH:3]=[C:4]([C:9]2([C:24]([F:27])([F:26])[F:25])[S:13][N:12]=[C:11]([C:14]3[CH:22]=[CH:21][C:17]([C:18]([NH2:29])=[O:19])=[C:16]([CH3:23])[CH:15]=3)[CH2:10]2)[CH:5]=[C:6]([Cl:8])[CH:7]=1. The catalyst class is: 4. (4) Reactant: [CH3:1][O:2][C:3]1[CH:27]=[CH:26][C:6]([CH2:7][NH:8][C:9]2[C:14]3[C:15]([C:18]4[CH:23]=[CH:22][CH:21]=[C:20]([O:24][CH3:25])[CH:19]=4)=[CH:16][NH:17][C:13]=3[CH:12]=[CH:11][N:10]=2)=[CH:5][CH:4]=1.[C:28]([NH:35][CH2:36][CH2:37][CH2:38][CH2:39]Br)([O:30][C:31]([CH3:34])([CH3:33])[CH3:32])=[O:29].C(=O)([O-])[O-].[Cs+].[Cs+]. Product: [CH3:1][O:2][C:3]1[CH:4]=[CH:5][C:6]([CH2:7][NH:8][C:9]2[C:14]3[C:15]([C:18]4[CH:23]=[CH:22][CH:21]=[C:20]([O:24][CH3:25])[CH:19]=4)=[CH:16][N:17]([CH2:39][CH2:38][CH2:37][CH2:36][NH:35][C:28](=[O:29])[O:30][C:31]([CH3:34])([CH3:33])[CH3:32])[C:13]=3[CH:12]=[CH:11][N:10]=2)=[CH:26][CH:27]=1. The catalyst class is: 3. (5) Reactant: [CH2:1]([C:3]1[C:8](=[O:9])[N:7]2[N:10]=[CH:11][C:12]([C:13]3[CH:14]=[N:15][N:16]([C:18]4[CH:23]=[CH:22][CH:21]=[CH:20][N:19]=4)[CH:17]=3)=[C:6]2[NH:5][C:4]=1[C:24](O)=[O:25])[CH3:2]. Product: [CH2:1]([C:3]1[C:8](=[O:9])[N:7]2[N:10]=[CH:11][C:12]([C:13]3[CH:14]=[N:15][N:16]([C:18]4[CH:23]=[CH:22][CH:21]=[CH:20][N:19]=4)[CH:17]=3)=[C:6]2[NH:5][C:4]=1[CH2:24][OH:25])[CH3:2]. The catalyst class is: 1. (6) Reactant: C[O:2][C:3]([C:5]1[CH:34]=[CH:33][C:8]2[N:9]([CH2:28][CH2:29][CH:30]([CH3:32])[CH3:31])[C:10]([CH2:12][N:13]3[C:22]4[C:17](=[CH:18][CH:19]=[CH:20][CH:21]=4)[C:16](=[O:23])[N:15]([CH:24]4[CH2:26][CH2:25]4)[C:14]3=[O:27])=[N:11][C:7]=2[CH:6]=1)=[O:4].[OH-].[Na+].Cl. Product: [CH:24]1([N:15]2[C:16](=[O:23])[C:17]3[C:22](=[CH:21][CH:20]=[CH:19][CH:18]=3)[N:13]([CH2:12][C:10]3[N:9]([CH2:28][CH2:29][CH:30]([CH3:32])[CH3:31])[C:8]4[CH:33]=[CH:34][C:5]([C:3]([OH:4])=[O:2])=[CH:6][C:7]=4[N:11]=3)[C:14]2=[O:27])[CH2:26][CH2:25]1. The catalyst class is: 20.